From a dataset of Catalyst prediction with 721,799 reactions and 888 catalyst types from USPTO. Predict which catalyst facilitates the given reaction. Reactant: I[C:2]1[N:3]=[CH:4][N:5]([C:7]([C:20]2[CH:25]=[CH:24][CH:23]=[CH:22][CH:21]=2)([C:14]2[CH:19]=[CH:18][CH:17]=[CH:16][CH:15]=2)[C:8]2[CH:13]=[CH:12][CH:11]=[CH:10][CH:9]=2)[CH:6]=1.C([Mg]Br)C.[C:30]1([C:40](=[O:42])[CH3:41])[C:39]2[C:34](=[CH:35][CH:36]=[CH:37][CH:38]=2)[CH:33]=[CH:32][N:31]=1. Product: [C:30]1([C:40]([C:2]2[N:3]=[CH:4][N:5]([C:7]([C:8]3[CH:13]=[CH:12][CH:11]=[CH:10][CH:9]=3)([C:20]3[CH:21]=[CH:22][CH:23]=[CH:24][CH:25]=3)[C:14]3[CH:19]=[CH:18][CH:17]=[CH:16][CH:15]=3)[CH:6]=2)([OH:42])[CH3:41])[C:39]2[C:34](=[CH:35][CH:36]=[CH:37][CH:38]=2)[CH:33]=[CH:32][N:31]=1. The catalyst class is: 4.